From a dataset of Peptide-MHC class I binding affinity with 185,985 pairs from IEDB/IMGT. Regression. Given a peptide amino acid sequence and an MHC pseudo amino acid sequence, predict their binding affinity value. This is MHC class I binding data. (1) The peptide sequence is KYFIPVIEI. The MHC is HLA-C04:01 with pseudo-sequence HLA-C04:01. The binding affinity (normalized) is 0.0847. (2) The peptide sequence is WLIEPCKLL. The MHC is HLA-A02:11 with pseudo-sequence HLA-A02:11. The binding affinity (normalized) is 0.851. (3) The peptide sequence is NTVSSFQV. The MHC is HLA-A02:03 with pseudo-sequence HLA-A02:03. The binding affinity (normalized) is 0.